This data is from Peptide-MHC class I binding affinity with 185,985 pairs from IEDB/IMGT. The task is: Regression. Given a peptide amino acid sequence and an MHC pseudo amino acid sequence, predict their binding affinity value. This is MHC class I binding data. The peptide sequence is YAMAIRQAI. The MHC is HLA-A30:01 with pseudo-sequence HLA-A30:01. The binding affinity (normalized) is 0.213.